Dataset: Full USPTO retrosynthesis dataset with 1.9M reactions from patents (1976-2016). Task: Predict the reactants needed to synthesize the given product. (1) Given the product [CH2:1]([N:5]([CH2:9][CH2:10][N:11]1[C:12](=[O:21])[C:13]2[C:18](=[CH:17][CH:16]=[CH:15][CH:14]=2)[C:19]1=[O:20])[C:6](=[O:8])[O:7][C:23]([CH3:24])([CH3:31])[CH3:22])[CH:4]=[CH2:35], predict the reactants needed to synthesize it. The reactants are: [C:1]([N:5]([CH2:9][CH2:10][N:11]1[C:19](=[O:20])[C:18]2[C:13](=[CH:14][CH:15]=[CH:16][CH:17]=2)[C:12]1=[O:21])[C:6](=[O:8])[OH:7])([CH3:4])(C)C.[C:22]1(=O)NC(=O)[C:24]2=CC=C[CH:31]=[C:23]12.[H-].[Na+].[CH2:35](Br)C=C. (2) Given the product [CH2:1]([O:8][N:9]1[C:15](=[O:16])[N:14]2[CH2:17][C@H:10]1[CH2:11][CH2:12][C@@H:13]2[C:18]([NH:26][NH:25][C:23](=[O:24])[C:22]([F:28])([F:27])[F:21])=[O:20])[C:2]1[CH:3]=[CH:4][CH:5]=[CH:6][CH:7]=1, predict the reactants needed to synthesize it. The reactants are: [CH2:1]([O:8][N:9]1[C:15](=[O:16])[N:14]2[CH2:17][C@H:10]1[CH2:11][CH2:12][C@H:13]2[C:18]([OH:20])=O)[C:2]1[CH:7]=[CH:6][CH:5]=[CH:4][CH:3]=1.[F:21][C:22]([F:28])([F:27])[C:23]([NH:25][NH2:26])=[O:24].ON1C2C=CC=CC=2N=N1.Cl.C(N=C=NCCCN(C)C)C. (3) Given the product [F:8][C:9]1[CH:10]=[C:11]2[C:16](=[C:17]([C:19]([NH:7][S:4]([CH3:3])(=[O:6])=[O:5])=[O:20])[CH:18]=1)[NH:15][CH:14]([C:22]1[CH:27]=[CH:26][CH:25]=[C:24]([N:28]3[CH2:33][CH2:32][O:31][CH2:30][CH2:29]3)[CH:23]=1)[CH2:13][C:12]2([CH3:35])[CH3:34], predict the reactants needed to synthesize it. The reactants are: [H-].[Na+].[CH3:3][S:4]([NH2:7])(=[O:6])=[O:5].[F:8][C:9]1[CH:10]=[C:11]2[C:16](=[C:17]([C:19](O)=[O:20])[CH:18]=1)[NH:15][CH:14]([C:22]1[CH:27]=[CH:26][CH:25]=[C:24]([N:28]3[CH2:33][CH2:32][O:31][CH2:30][CH2:29]3)[CH:23]=1)[CH2:13][C:12]2([CH3:35])[CH3:34].C(N1C=CN=C1)(N1C=CN=C1)=O. (4) Given the product [Br:15][CH:9]([C:1](=[O:8])[C:2]1[CH:7]=[CH:6][CH:5]=[CH:4][CH:3]=1)[C:10]([O:12][CH2:13][CH3:14])=[O:11], predict the reactants needed to synthesize it. The reactants are: [C:1]([CH2:9][C:10]([O:12][CH2:13][CH3:14])=[O:11])(=[O:8])[C:2]1[CH:7]=[CH:6][CH:5]=[CH:4][CH:3]=1.[Br:15]N1C(=O)CCC1=O.CCOC(C)=O.